Dataset: Reaction yield outcomes from USPTO patents with 853,638 reactions. Task: Predict the reaction yield, written as a fraction of the theoretical maximum amount of product (1.0 means a 100% yield; for example, 0.34 means a 34% yield). (1) The reactants are S(=O)(=O)(O)O.[H-].[H-].[H-].[H-].[Li+].[Al+3].[CH2:12]([C:16]1([CH2:37][CH2:38][CH2:39][CH3:40])[C:22](=O)[N:21]([C:24]2[CH:29]=[CH:28][C:27]([O:30][CH3:31])=[CH:26][CH:25]=2)[C:20]2[CH:32]=[C:33]([F:36])[CH:34]=[CH:35][C:19]=2[S:18][CH2:17]1)[CH2:13][CH2:14][CH3:15].[OH-].[Na+]. The catalyst is C(OCC)C.C1COCC1.O.C1COCC1. The product is [CH2:12]([C:16]1([CH2:37][CH2:38][CH2:39][CH3:40])[CH2:22][N:21]([C:24]2[CH:29]=[CH:28][C:27]([O:30][CH3:31])=[CH:26][CH:25]=2)[C:20]2[CH:32]=[C:33]([F:36])[CH:34]=[CH:35][C:19]=2[S:18][CH2:17]1)[CH2:13][CH2:14][CH3:15]. The yield is 0.780. (2) The reactants are [CH2:1]([O:3][C:4](=[O:17])[CH2:5][C@H:6]1[C:14]2[C:9](=[CH:10][C:11]([O:15]C)=[CH:12][CH:13]=2)[CH2:8][CH2:7]1)[CH3:2].[Al+3].[Cl-].[Cl-].[Cl-].CCS. No catalyst specified. The product is [CH2:1]([O:3][C:4](=[O:17])[CH2:5][C@H:6]1[C:14]2[C:9](=[CH:10][C:11]([OH:15])=[CH:12][CH:13]=2)[CH2:8][CH2:7]1)[CH3:2]. The yield is 0.960. (3) The reactants are [F:1][C:2]1[C:7]([F:8])=[CH:6][CH:5]=[CH:4][C:3]=1[C@@:9]1([OH:31])[CH2:19][CH2:18][C@H:17]([O:20][Si](C(C)C)(C(C)C)C(C)C)[C:12]2=[N:13][CH:14]=[CH:15][CH:16]=[C:11]2[CH2:10]1.CCCC[N+](CCCC)(CCCC)CCCC.[F-]. The catalyst is O1CCCC1. The product is [F:1][C:2]1[C:7]([F:8])=[CH:6][CH:5]=[CH:4][C:3]=1[C@:9]1([OH:31])[CH2:19][CH2:18][C@H:17]([OH:20])[C:12]2=[N:13][CH:14]=[CH:15][CH:16]=[C:11]2[CH2:10]1. The yield is 0.720.